From a dataset of Retrosynthesis with 50K atom-mapped reactions and 10 reaction types from USPTO. Predict the reactants needed to synthesize the given product. Given the product Cc1ccc2c(n1)N(C(=O)OC(C)(C)C)CCO2, predict the reactants needed to synthesize it. The reactants are: CC(C)(C)OC(=O)OC(=O)OC(C)(C)C.Cc1ccc2c(n1)NCCO2.